This data is from Forward reaction prediction with 1.9M reactions from USPTO patents (1976-2016). The task is: Predict the product of the given reaction. (1) Given the reactants [H-].[Na+].[CH:3]1[C:8]2[C:9]3[NH:10][C:11]4[C:16]([C:17]=3[CH2:18][CH2:19][S:20][C:7]=2[CH:6]=[CH:5][CH:4]=1)=[CH:15][CH:14]=[CH:13][CH:12]=4.Br[CH2:22][CH2:23][CH2:24][CH2:25][CH2:26][CH2:27][Cl:28].O, predict the reaction product. The product is: [Cl:28][CH2:27][CH2:26][CH2:25][CH2:24][CH2:23][CH2:22][N:10]1[C:11]2[C:16](=[CH:15][CH:14]=[CH:13][CH:12]=2)[C:17]2[CH2:18][CH2:19][S:20][C:7]3[CH:6]=[CH:5][CH:4]=[CH:3][C:8]=3[C:9]1=2. (2) Given the reactants [CH:1]([NH2:3])=O.[C:4]([BH3-])#N.[Na+].[CH2:8]([O:15][C:16]1[CH:21]=[CH:20][C:19]([C:22]2[N:26]([C:27]3[CH:32]=[CH:31][C:30]([O:33][CH3:34])=[CH:29][CH:28]=3)[N:25]=[C:24](N)[CH:23]=2)=[CH:18][CH:17]=1)[C:9]1[CH:14]=[CH:13][CH:12]=[CH:11][CH:10]=1, predict the reaction product. The product is: [CH2:8]([O:15][C:16]1[CH:21]=[CH:20][C:19]([C:22]2[N:26]([C:27]3[CH:32]=[CH:31][C:30]([O:33][CH3:34])=[CH:29][CH:28]=3)[N:25]=[C:24]([N:3]([CH3:1])[CH3:4])[CH:23]=2)=[CH:18][CH:17]=1)[C:9]1[CH:14]=[CH:13][CH:12]=[CH:11][CH:10]=1. (3) Given the reactants [F:1][C:2]1[C:10]([F:11])=[CH:9][C:5]([C:6]([OH:8])=O)=[C:4]([NH:12][CH2:13][CH:14]([CH3:16])[CH3:15])[CH:3]=1.CCN=C=NCCCN(C)C.C1C=CC2N(O)N=NC=2C=1.CCN(C(C)C)C(C)C.Cl.[CH3:48][C:49]([NH2:56])([CH2:52][CH:53]([CH3:55])[CH3:54])[C:50]#[CH:51], predict the reaction product. The product is: [CH3:48][C:49]([NH:56][C:6](=[O:8])[C:5]1[CH:9]=[C:10]([F:11])[C:2]([F:1])=[CH:3][C:4]=1[NH:12][CH2:13][CH:14]([CH3:16])[CH3:15])([CH2:52][CH:53]([CH3:55])[CH3:54])[C:50]#[CH:51]. (4) Given the reactants [I:1][C:2]1[CH:3]=[C:4]([C:8]([NH2:10])=O)[S:5][C:6]=1[I:7].CN(C=O)C.N1C(Cl)=NC(Cl)=NC=1Cl, predict the reaction product. The product is: [I:1][C:2]1[CH:3]=[C:4]([C:8]#[N:10])[S:5][C:6]=1[I:7]. (5) Given the reactants [CH2:1]([N:3]([CH2:27][CH3:28])[C:4]([C:6]1[S:10][C:9]2[C:11]([N+:23]([O-:25])=[O:24])=[C:12]([O:19]C(=O)C)[C:13]([O:15]C(=O)C)=[CH:14][C:8]=2[C:7]=1[Cl:26])=[O:5])[CH3:2].C(=O)([O-])[O-].[K+].[K+], predict the reaction product. The product is: [CH2:27]([N:3]([CH2:1][CH3:2])[C:4]([C:6]1[S:10][C:9]2[C:11]([N+:23]([O-:25])=[O:24])=[C:12]([OH:19])[C:13]([OH:15])=[CH:14][C:8]=2[C:7]=1[Cl:26])=[O:5])[CH3:28]. (6) Given the reactants [CH3:1][C:2]1[CH:3]=[C:4]([CH2:8][NH:9][C:10]2[CH:18]=[CH:17][CH:16]=[C:12]([C:13]([OH:15])=O)[C:11]=2[C:19]([OH:21])=O)[O:5][C:6]=1[CH3:7].[O:22]=[C:23]1[CH:28]([N:29]2C(=O)C3C(=CC=CC=3NCCOC)C2=O)[CH2:27][CH2:26][C:25](=[O:45])[NH:24]1, predict the reaction product. The product is: [CH3:1][C:2]1[CH:3]=[C:4]([CH2:8][NH:9][C:10]2[CH:18]=[CH:17][CH:16]=[C:12]3[C:11]=2[C:19](=[O:21])[N:29]([CH:28]2[CH2:27][CH2:26][C:25](=[O:45])[NH:24][C:23]2=[O:22])[C:13]3=[O:15])[O:5][C:6]=1[CH3:7].